Dataset: Full USPTO retrosynthesis dataset with 1.9M reactions from patents (1976-2016). Task: Predict the reactants needed to synthesize the given product. (1) The reactants are: CC1(C)C(C)(C)OB([C:9]2[S:13][CH:12]=[N:11][CH:10]=2)O1.Br[C:16]1[C:25]([F:26])=[C:24]2[C:19]([C:20]([N:28]3[CH2:33][CH2:32][N:31]([C:34]([O:36][C:37]([CH3:40])([CH3:39])[CH3:38])=[O:35])[CH2:30][CH2:29]3)=[N:21][C:22](Cl)=[N:23]2)=[CH:18][C:17]=1[Cl:41].[CH3:42][C:43]1[C:44](B(O)O)=[C:45]2[C:49](=[CH:50][CH:51]=1)[NH:48][N:47]=[CH:46]2. Given the product [Cl:41][C:17]1[CH:18]=[C:19]2[C:24](=[C:25]([F:26])[C:16]=1[C:44]1[C:43]([CH3:42])=[CH:51][CH:50]=[C:49]3[C:45]=1[CH:46]=[N:47][NH:48]3)[N:23]=[C:22]([C:9]1[S:13][CH:12]=[N:11][CH:10]=1)[N:21]=[C:20]2[N:28]1[CH2:29][CH2:30][N:31]([C:34]([O:36][C:37]([CH3:39])([CH3:40])[CH3:38])=[O:35])[CH2:32][CH2:33]1, predict the reactants needed to synthesize it. (2) Given the product [N:14]([C@H:6]1[C@@H:10]([N:11]=[N+:12]=[N-:13])[CH2:9][O:8][CH2:7]1)=[N+:15]=[N-:16], predict the reactants needed to synthesize it. The reactants are: CS(O[C@H:6]1[C@H:10]([N:11]=[N+:12]=[N-:13])[CH2:9][O:8][CH2:7]1)(=O)=O.[N-:14]=[N+:15]=[N-:16].[Na+].CN(C=O)C.N1C=CC=CC=1. (3) Given the product [CH2:1]([O:8][C:9]([NH:11]/[C:12](=[CH:17]\[C:18]1[O:25][CH:20]=[CH:21][CH:22]=1)/[C:13]([O:15][CH3:16])=[O:14])=[O:10])[C:2]1[CH:7]=[CH:6][CH:5]=[CH:4][CH:3]=1, predict the reactants needed to synthesize it. The reactants are: [CH2:1]([O:8][C:9]([NH:11]/[C:12](=[CH:17]\[C:18]1S[CH:20]=[CH:21][CH:22]=1)/[C:13]([O:15][CH3:16])=[O:14])=[O:10])[C:2]1[CH:7]=[CH:6][CH:5]=[CH:4][CH:3]=1.C1C=C(C=O)[O:25]C=1. (4) The reactants are: [OH:1][CH:2]1[CH2:7][CH2:6][CH:5]([C:8]([O:10][CH3:11])=[O:9])[CH2:4][CH2:3]1.N1C=CN=C1.[C:17]([Si:21](Cl)([CH3:23])[CH3:22])([CH3:20])([CH3:19])[CH3:18].C(=O)(O)[O-].[Na+]. Given the product [Si:21]([O:1][CH:2]1[CH2:3][CH2:4][CH:5]([C:8]([O:10][CH3:11])=[O:9])[CH2:6][CH2:7]1)([C:17]([CH3:20])([CH3:19])[CH3:18])([CH3:23])[CH3:22], predict the reactants needed to synthesize it. (5) The reactants are: [CH2:1]([O:3][C:4]1([CH2:15][OH:16])[CH2:9][O:8][C:7]([O:12][CH2:13][CH3:14])([CH2:10][OH:11])[CH2:6][O:5]1)[CH3:2].[OH-].[K+].[CH2:19](Br)[C:20]1[CH:25]=[CH:24][CH:23]=[CH:22][CH:21]=1.O. Given the product [CH2:19]([O:16][CH2:15][C:4]1([O:3][CH2:1][CH3:2])[CH2:9][O:8][C:7]([CH2:10][O:11][CH2:19][C:20]2[CH:25]=[CH:24][CH:23]=[CH:22][CH:21]=2)([O:12][CH2:13][CH3:14])[CH2:6][O:5]1)[C:20]1[CH:25]=[CH:24][CH:23]=[CH:22][CH:21]=1, predict the reactants needed to synthesize it. (6) Given the product [OH:2][C:3]1[CH:12]=[CH:11][C:10]2[C:5](=[CH:6][C:7]([O:13][CH3:14])=[CH:8][CH:9]=2)[C:4]=1[CH:15]=[O:16], predict the reactants needed to synthesize it. The reactants are: C[O:2][C:3]1[CH:12]=[CH:11][C:10]2[C:5](=[CH:6][C:7]([O:13][CH3:14])=[CH:8][CH:9]=2)[C:4]=1[CH:15]=[O:16].C(=O)([O-])O.[Na+]. (7) Given the product [Cl:26][C:27]1[CH:32]=[CH:31][CH:30]=[CH:29][C:28]=1[C:33]1[CH:38]=[CH:37][CH:36]=[C:35]([NH:39][C:14]([C@@H:9]2[CH2:10][C@@H:11]([F:13])[CH2:12][N:8]2[C:6]([O:5][C:1]([CH3:2])([CH3:3])[CH3:4])=[O:7])=[O:16])[C:34]=1[F:40], predict the reactants needed to synthesize it. The reactants are: [C:1]([O:5][C:6]([N:8]1[CH2:12][C@H:11]([F:13])[CH2:10][C@H:9]1[C:14]([OH:16])=O)=[O:7])([CH3:4])([CH3:3])[CH3:2].ClC(N(C)C)=C(C)C.Cl.[Cl:26][C:27]1[CH:32]=[CH:31][CH:30]=[CH:29][C:28]=1[C:33]1[CH:38]=[CH:37][CH:36]=[C:35]([NH2:39])[C:34]=1[F:40].CCN(C(C)C)C(C)C.